This data is from Forward reaction prediction with 1.9M reactions from USPTO patents (1976-2016). The task is: Predict the product of the given reaction. (1) Given the reactants C[O:2][C:3](=[O:26])[CH2:4][N:5]1[CH:9]=[C:8]([N:10]2[C:22]3[C:21]4[CH:20]=[C:19]([Br:23])[CH:18]=[CH:17][C:16]=4[N:15]=[CH:14][C:13]=3[NH:12][C:11]2=[O:24])[C:7]([CH3:25])=[N:6]1.C([N+](CCCC)(CCCC)CCCC)CCC.[OH-].[Na+], predict the reaction product. The product is: [Br:23][C:19]1[CH:18]=[CH:17][C:16]2[N:15]=[CH:14][C:13]3[NH:12][C:11](=[O:24])[N:10]([C:8]4[C:7]([CH3:25])=[N:6][N:5]([CH2:4][C:3]([OH:26])=[O:2])[CH:9]=4)[C:22]=3[C:21]=2[CH:20]=1. (2) Given the reactants [F:1][C:2]1[C:3]([F:12])=[CH:4][C:5]2[S:9][C:8]([NH2:10])=[N:7][C:6]=2[CH:11]=1.[F:13][C:14]1[CH:15]=[C:16]([CH:20]=[CH:21][C:22]=1[F:23])[C:17](Cl)=[O:18].Br[CH:25]([CH2:30][CH3:31])[C:26]([O:28]C)=[O:27].COC1C=CC2N=C(N)SC=2C=1.ClC1C=C(C=CC=1)C(Cl)=O.BrCC(OCC)=O, predict the reaction product. The product is: [F:13][C:14]1[CH:15]=[C:16]([CH:20]=[CH:21][C:22]=1[F:23])[C:17]([N:10]=[C:8]1[N:7]([CH:25]([CH2:30][CH3:31])[C:26]([OH:28])=[O:27])[C:6]2[CH:11]=[C:2]([F:1])[C:3]([F:12])=[CH:4][C:5]=2[S:9]1)=[O:18]. (3) The product is: [CH2:1]([N:13]([CH3:20])[CH2:14][CH2:15][C:16]([NH:18][C:21](=[O:22])[O:23][CH2:24][C:25]1[CH:30]=[CH:29][CH:28]=[CH:27][CH:26]=1)([CH3:19])[CH3:17])[CH2:2][CH2:3][CH2:4][CH2:5][CH2:6][CH2:7][CH2:8][CH2:9][CH2:10][CH2:11][CH3:12]. Given the reactants [CH2:1]([N:13]([CH3:20])[CH2:14][CH2:15][C:16]([CH3:19])([NH2:18])[CH3:17])[CH2:2][CH2:3][CH2:4][CH2:5][CH2:6][CH2:7][CH2:8][CH2:9][CH2:10][CH2:11][CH3:12].[C:21](ON1C(=O)CCC1=O)([O:23][CH2:24][C:25]1[CH:30]=[CH:29][CH:28]=[CH:27][CH:26]=1)=[O:22], predict the reaction product. (4) The product is: [O:29]1[CH:30]=[CH:31][CH:32]=[C:28]1[C:2]1[CH:3]=[C:4]2[C:8](=[CH:9][CH:10]=1)[NH:7][C:6]([C:11]([NH2:13])=[O:12])=[C:5]2[S:14]([N:17]1[CH2:18][CH2:19][O:20][CH2:21][CH2:22]1)(=[O:16])=[O:15]. Given the reactants Br[C:2]1[CH:3]=[C:4]2[C:8](=[CH:9][CH:10]=1)[NH:7][C:6]([C:11]([NH2:13])=[O:12])=[C:5]2[S:14]([N:17]1[CH2:22][CH2:21][O:20][CH2:19][CH2:18]1)(=[O:16])=[O:15].C([Sn](CCCC)(CCCC)[C:28]1[O:29][CH:30]=[CH:31][CH:32]=1)CCC.C1(C)C=CC=CC=1P(C1C=CC=CC=1C)C1C=CC=CC=1C.C([O-])(O)=O.[Na+], predict the reaction product. (5) Given the reactants [N:1]1([C:7]([O:9][C:10]([CH3:13])([CH3:12])[CH3:11])=[O:8])[CH2:6][CH2:5][NH:4][CH2:3][CH2:2]1.C(=O)([O-])[O-].[K+].[K+].[Cl:20][C:21]1[CH:26]=[C:25]([CH2:27]Cl)[CH:24]=[C:23]([Cl:29])[CH:22]=1, predict the reaction product. The product is: [Cl:20][C:21]1[CH:26]=[C:25]([CH:24]=[C:23]([Cl:29])[CH:22]=1)[CH2:27][N:4]1[CH2:5][CH2:6][N:1]([C:7]([O:9][C:10]([CH3:13])([CH3:12])[CH3:11])=[O:8])[CH2:2][CH2:3]1. (6) Given the reactants [NH:1]1[C:9]2[C:4](=[CH:5][CH:6]=[CH:7][CH:8]=2)[C:3]([C:10]([OH:12])=[O:11])=[CH:2]1.[H-].[Na+].[CH2:15](Br)[C:16]1[CH:21]=[CH:20][CH:19]=[CH:18][CH:17]=1, predict the reaction product. The product is: [CH2:15]([N:1]1[C:9]2[C:4](=[CH:5][CH:6]=[CH:7][CH:8]=2)[C:3]([C:10]([OH:12])=[O:11])=[CH:2]1)[C:16]1[CH:21]=[CH:20][CH:19]=[CH:18][CH:17]=1.